From a dataset of Forward reaction prediction with 1.9M reactions from USPTO patents (1976-2016). Predict the product of the given reaction. (1) Given the reactants [NH2:1][C:2]1[N:7]=[C:6]([CH3:8])[C:5]([CH2:9][C:10]2[CH:15]=[CH:14][C:13]([CH2:16][C:17]([OH:19])=[O:18])=[CH:12][CH:11]=2)=[C:4]([NH:20][CH2:21][CH2:22][CH2:23][CH2:24][CH3:25])[N:3]=1.[ClH:26].C(OC(C)C)(=O)C, predict the reaction product. The product is: [ClH:26].[NH2:1][C:2]1[N:7]=[C:6]([CH3:8])[C:5]([CH2:9][C:10]2[CH:11]=[CH:12][C:13]([CH2:16][C:17]([OH:19])=[O:18])=[CH:14][CH:15]=2)=[C:4]([NH:20][CH2:21][CH2:22][CH2:23][CH2:24][CH3:25])[N:3]=1. (2) Given the reactants [C:1]([Mg]Cl)([CH3:4])([CH3:3])[CH3:2].C([Mg]Cl)(C)C.[CH3:12][Si:13]([CH3:17])([O:15][CH3:16])Cl, predict the reaction product. The product is: [C:1]([Si:13]([CH3:17])([CH3:12])[O:15][CH3:16])([CH3:4])([CH3:3])[CH3:2]. (3) Given the reactants Cl[CH2:2][CH2:3][CH2:4][O:5][C:6]1[CH:11]=[CH:10][C:9]([CH:12]2[C:17]([C:18]3[CH:23]=[CH:22][C:21]([OH:24])=[CH:20][CH:19]=3)=[C:16]([C:25]([F:28])([F:27])[F:26])[C:15]3[CH:29]=[CH:30][C:31]([OH:33])=[CH:32][C:14]=3[O:13]2)=[CH:8][CH:7]=1.[C:34](=O)([O-])[O-].[K+].[K+].[I-].[K+].[NH:42]1[CH2:47][CH2:46][CH2:45][CH2:44][CH2:43]1, predict the reaction product. The product is: [OH:33][C:31]1[CH:30]=[CH:29][C:15]2[C:16]([C:25]([F:28])([F:27])[F:26])=[C:17]([C:18]3[CH:23]=[CH:22][C:21]([OH:24])=[CH:20][CH:19]=3)[CH:12]([C:9]3[CH:10]=[CH:11][C:6]([O:5][CH2:4][CH2:3][CH2:2][CH2:34][N:42]4[CH2:47][CH2:46][CH2:45][CH2:44][CH2:43]4)=[CH:7][CH:8]=3)[O:13][C:14]=2[CH:32]=1. (4) Given the reactants [Cl:1][C:2]1[N:7]=[C:6]([N:8]2[CH2:13][CH2:12][O:11][CH2:10][CH:9]2[CH2:14][OH:15])[C:5]([O:16]C)=[C:4]([Cl:18])[N:3]=1.[Cl-].[Li+], predict the reaction product. The product is: [Cl:1][C:2]1[N:3]=[C:4]([Cl:18])[C:5]([OH:16])=[C:6]([N:8]2[CH2:13][CH2:12][O:11][CH2:10][CH:9]2[CH2:14][OH:15])[N:7]=1. (5) Given the reactants [C:1]1([C:18]2[CH:23]=[CH:22][CH:21]=[CH:20][CH:19]=2)[CH:6]=[CH:5][C:4]([O:7][C:8]2[CH:13]=[N:12][CH:11]=[C:10]3[S:14][C:15]([NH2:17])=[CH:16][C:9]=23)=[CH:3][CH:2]=1.[C:24]1(=O)[O:29][C:27](=[O:28])[CH2:26][CH2:25]1, predict the reaction product. The product is: [C:1]1([C:18]2[CH:23]=[CH:22][CH:21]=[CH:20][CH:19]=2)[CH:6]=[CH:5][C:4]([O:7][C:8]2[CH:13]=[N:12][CH:11]=[C:10]3[S:14][C:15]([N:17]4[C:27](=[O:28])[CH2:26][CH2:25][C:24]4=[O:29])=[CH:16][C:9]=23)=[CH:3][CH:2]=1. (6) Given the reactants S(Cl)(=O)(=O)O.[Br:6][C:7]1[CH:12]=[CH:11][C:10]([CH2:13][CH2:14][C:15]([OH:17])=O)=[CH:9][CH:8]=1, predict the reaction product. The product is: [Br:6][C:7]1[CH:8]=[C:9]2[C:10]([CH2:13][CH2:14][C:15]2=[O:17])=[CH:11][CH:12]=1. (7) Given the reactants CC(C)([O-])C.[K+].C1(C)C=CC(S([CH2:16][N+:17]#[C-:18])(=O)=O)=CC=1.[C:20]([O:25][CH3:26])(=[O:24])/[CH:21]=[CH:22]/[CH3:23], predict the reaction product. The product is: [CH3:23][C:22]1[C:21]([C:20]([O:25][CH3:26])=[O:24])=[CH:16][NH:17][CH:18]=1. (8) Given the reactants [CH:1]([C:4]1[CH:9]=[CH:8][C:7]([OH:10])=[CH:6][CH:5]=1)([CH3:3])[CH3:2].[CH2:11]([CH:13]1[O:15][CH2:14]1)Cl, predict the reaction product. The product is: [CH:1]([C:4]1[CH:9]=[CH:8][C:7]([O:10][CH2:11][CH:13]2[CH2:14][O:15]2)=[CH:6][CH:5]=1)([CH3:3])[CH3:2]. (9) Given the reactants [CH3:1][C:2]1[CH:3]=[CH:4][C:5]([C:21]([NH:23][C:24]2[CH:25]=[C:26]([C:36]([F:39])([F:38])[F:37])[CH:27]=[C:28]([N:30]3[CH:34]=[N:33][C:32]([CH3:35])=[CH:31]3)[CH:29]=2)=[O:22])=[CH:6][C:7]=1[NH:8][C:9]1[N:10]=[CH:11][CH:12]=[C:13]([C:15]2[CH:16]=[CH:17][CH:18]=[N:19][CH:20]=2)[N:14]=1.[C:40]([OH:57])(=[O:56])[CH2:41][CH2:42][CH2:43][CH2:44][CH2:45][CH2:46][CH2:47][CH2:48][CH2:49][CH2:50][CH2:51][CH2:52][CH2:53][CH2:54][CH3:55], predict the reaction product. The product is: [CH3:1][C:2]1[CH:3]=[CH:4][C:5]([C:21]([NH:23][C:24]2[CH:25]=[C:26]([C:36]([F:38])([F:39])[F:37])[CH:27]=[C:28]([N:30]3[CH:34]=[N:33][C:32]([CH3:35])=[CH:31]3)[CH:29]=2)=[O:22])=[CH:6][C:7]=1[NH:8][C:9]1[N:10]=[CH:11][CH:12]=[C:13]([C:15]2[CH:16]=[CH:17][CH:18]=[N:19][CH:20]=2)[N:14]=1.[C:40]([O-:57])(=[O:56])[CH2:41][CH2:42][CH2:43][CH2:44][CH2:45][CH2:46][CH2:47][CH2:48][CH2:49][CH2:50][CH2:51][CH2:52][CH2:53][CH2:54][CH3:55]. (10) The product is: [C:1]([Si:5]([C:10]1[CH:11]=[CH:12][CH:13]=[CH:14][CH:15]=1)([C:16]1[CH:21]=[CH:20][CH:19]=[CH:18][CH:17]=1)[O:6][CH2:7][CH2:8][O:9][C:47]1[CH:46]=[CH:45][C:44]([N+:41]([O-:43])=[O:42])=[N:49][CH:48]=1)([CH3:4])([CH3:2])[CH3:3]. Given the reactants [C:1]([Si:5]([C:16]1[CH:21]=[CH:20][CH:19]=[CH:18][CH:17]=1)([C:10]1[CH:15]=[CH:14][CH:13]=[CH:12][CH:11]=1)[O:6][CH2:7][CH2:8][OH:9])([CH3:4])([CH3:3])[CH3:2].C1C=CC(P(C2C=CC=CC=2)C2C=CC=CC=2)=CC=1.[N+:41]([C:44]1[N:49]=[CH:48][C:47](O)=[CH:46][CH:45]=1)([O-:43])=[O:42].CC(OC(/N=N/C(OC(C)C)=O)=O)C, predict the reaction product.